This data is from Peptide-MHC class II binding affinity with 134,281 pairs from IEDB. The task is: Regression. Given a peptide amino acid sequence and an MHC pseudo amino acid sequence, predict their binding affinity value. This is MHC class II binding data. The peptide sequence is VVIFILLMLVTPSMA. The MHC is DRB1_1501 with pseudo-sequence DRB1_1501. The binding affinity (normalized) is 0.223.